This data is from Forward reaction prediction with 1.9M reactions from USPTO patents (1976-2016). The task is: Predict the product of the given reaction. (1) Given the reactants [CH3:1][N:2]([CH:25]1[CH2:30]CN(C)C[CH2:26]1)[C:3]([N:5]1[CH:9]([C:10]2[CH:15]=[CH:14][CH:13]=[CH:12][CH:11]=2)[CH:8]2[CH2:16][O:17][C:18]3[CH:19]=[CH:20][C:21]([F:24])=[CH:22][C:23]=3[C:7]2=[N:6]1)=[O:4].CNC(C)C, predict the reaction product. The product is: [CH:25]([N:2]([CH3:1])[C:3]([N:5]1[CH:9]([C:10]2[CH:11]=[CH:12][CH:13]=[CH:14][CH:15]=2)[CH:8]2[CH2:16][O:17][C:18]3[CH:19]=[CH:20][C:21]([F:24])=[CH:22][C:23]=3[C:7]2=[N:6]1)=[O:4])([CH3:30])[CH3:26]. (2) Given the reactants [NH2:1][C:2]1[N:7]=[CH:6][N:5]=[C:4]2[N:8]([CH2:12][C@H:13]3[CH2:17][CH2:16][CH2:15][N:14]3[C:18]([O:20][C:21]([CH3:24])([CH3:23])[CH3:22])=[O:19])[N:9]=[C:10](I)[C:3]=12.OC[C@H]1CCCN1C(OC(C)(C)C)=O.[F:39][C:40]1[CH:41]=[C:42]([CH:59]=[CH:60][CH:61]=1)[O:43][C:44]1[CH:49]=[CH:48][C:47](B2OC(C)(C)C(C)(C)O2)=[CH:46][CH:45]=1.C(=O)([O-])[O-].[Na+].[Na+], predict the reaction product. The product is: [NH2:1][C:2]1[N:7]=[CH:6][N:5]=[C:4]2[N:8]([CH2:12][C@H:13]3[CH2:17][CH2:16][CH2:15][N:14]3[C:18]([O:20][C:21]([CH3:24])([CH3:23])[CH3:22])=[O:19])[N:9]=[C:10]([C:47]3[CH:46]=[CH:45][C:44]([O:43][C:42]4[CH:59]=[CH:60][CH:61]=[C:40]([F:39])[CH:41]=4)=[CH:49][CH:48]=3)[C:3]=12. (3) Given the reactants [OH:1][C:2]1[C:3]([CH3:18])=[C:4]2[C:9](=[C:10]([CH3:13])[C:11]=1[CH3:12])[O:8][C:7]([CH3:17])([C:14]([OH:16])=O)[CH2:6][CH2:5]2.C1N=CN(C(N2C=NC=C2)=O)C=1.[NH2:31][CH2:32][CH2:33][CH2:34][CH2:35][OH:36], predict the reaction product. The product is: [OH:1][C:2]1[C:3]([CH3:18])=[C:4]2[C:9](=[C:10]([CH3:13])[C:11]=1[CH3:12])[O:8][C:7]([CH3:17])([C:14]([NH:31][CH2:32][CH2:33][CH2:34][CH2:35][OH:36])=[O:16])[CH2:6][CH2:5]2. (4) Given the reactants [C:1]([O:5][C:6]([N:8]1[CH2:13][CH2:12][C:11]2([C:21]3[C:16](=[CH:17][CH:18]=[CH:19][CH:20]=3)[C:15](=[O:22])[CH2:14]2)[CH2:10][CH2:9]1)=[O:7])([CH3:4])([CH3:3])[CH3:2].[C:23]([O:27][CH2:28][CH3:29])(=[O:26])[CH2:24][CH3:25], predict the reaction product. The product is: [CH2:28]([O:27][C:23](=[O:26])[CH:24]([CH:9]1[CH2:10][C:11]2([C:21]3[C:16](=[CH:17][CH:18]=[CH:19][CH:20]=3)[CH:15]([OH:22])[CH2:14]2)[CH2:12][CH2:13][N:8]1[C:6]([O:5][C:1]([CH3:4])([CH3:2])[CH3:3])=[O:7])[CH3:25])[CH3:29]. (5) Given the reactants Cl[C:2]1[C:11]2[C:6](=[N:7][C:8]([C:12]3[C:20]([C:21]([F:24])([F:23])[F:22])=[CH:19][C:15]([C:16]([NH2:18])=[O:17])=[CH:14][N:13]=3)=[CH:9][N:10]=2)[N:5]=[CH:4][CH:3]=1.[NH2:25][C:26]1[CH:35]=[N:34][C:33]2[C:28](=[CH:29][CH:30]=[CH:31][CH:32]=2)[N:27]=1, predict the reaction product. The product is: [N:27]1[C:28]2[C:33](=[CH:32][CH:31]=[CH:30][CH:29]=2)[N:34]=[CH:35][C:26]=1[NH:25][C:2]1[C:11]2[C:6](=[N:7][C:8]([C:12]3[C:20]([C:21]([F:24])([F:23])[F:22])=[CH:19][C:15]([C:16]([NH2:18])=[O:17])=[CH:14][N:13]=3)=[CH:9][N:10]=2)[N:5]=[CH:4][CH:3]=1. (6) Given the reactants [CH:1]1([NH:4][C:5](=[NH:7])[CH3:6])[CH2:3][CH2:2]1.Br[C:9](=[CH:13]OC)[C:10](=[O:12])[CH3:11].C(N(CC)CC)C.S(=O)(=O)(O)O, predict the reaction product. The product is: [C:10]([C:9]1[N:4]([CH:1]2[CH2:3][CH2:2]2)[C:5]([CH3:6])=[N:7][CH:13]=1)(=[O:12])[CH3:11]. (7) The product is: [O:1]=[C:2]1[CH:7]([N:8]2[C:16](=[O:17])[C:15]3[C:10](=[CH:11][CH:12]=[CH:13][C:14]=3[O:18][CH2:28][C:29]([O:31][C:32]([CH3:35])([CH3:34])[CH3:33])=[O:30])[C:9]2=[O:19])[CH2:6][CH2:5][C:4](=[O:20])[NH:3]1. Given the reactants [O:1]=[C:2]1[CH:7]([N:8]2[C:16](=[O:17])[C:15]3[C:10](=[CH:11][CH:12]=[CH:13][C:14]=3[OH:18])[C:9]2=[O:19])[CH2:6][CH2:5][C:4](=[O:20])[NH:3]1.C(=O)([O-])[O-].[K+].[K+].Br[CH2:28][C:29]([O:31][C:32]([CH3:35])([CH3:34])[CH3:33])=[O:30], predict the reaction product.